This data is from Peptide-MHC class I binding affinity with 185,985 pairs from IEDB/IMGT. The task is: Regression. Given a peptide amino acid sequence and an MHC pseudo amino acid sequence, predict their binding affinity value. This is MHC class I binding data. (1) The binding affinity (normalized) is 0.378. The MHC is H-2-Kb with pseudo-sequence H-2-Kb. The peptide sequence is WTVSHLSPL. (2) The peptide sequence is EFCSQHTML. The MHC is HLA-A24:02 with pseudo-sequence HLA-A24:02. The binding affinity (normalized) is 0.209. (3) The peptide sequence is EIAQHGAWY. The MHC is SLA-10401 with pseudo-sequence SLA-10401. The binding affinity (normalized) is 0.733. (4) The peptide sequence is RSFAERLDR. The MHC is HLA-B07:02 with pseudo-sequence HLA-B07:02. The binding affinity (normalized) is 0.0847. (5) The binding affinity (normalized) is 0.0847. The peptide sequence is GHFPLQHAL. The MHC is HLA-B40:01 with pseudo-sequence HLA-B40:01.